From a dataset of Catalyst prediction with 721,799 reactions and 888 catalyst types from USPTO. Predict which catalyst facilitates the given reaction. (1) Reactant: CCN=C=N[CH2:6][CH2:7][CH2:8]N(C)C.[Cl:12][C:13]1[CH:14]=[CH:15][C:16]2[NH:20][C:19](=[O:21])[N:18]([CH:22]([C:26]3[CH:31]=[CH:30][CH:29]=[CH:28][CH:27]=3)[C:23]([OH:25])=O)[C:17]=2[CH:32]=1.C1C=CC2N(O)N=NC=2C=1.[N:43]1[CH:48]=[CH:47][C:46]([N:49]2[CH2:54][CH2:53][NH:52][CH2:51][CH2:50]2)=[CH:45][CH:44]=1.[CH2:55](N(C(C)C)C(C)C)C.[C:64](=[O:67])([O-])[O-:65].[K+].[K+]. Product: [Cl:12][C:13]1[CH:14]=[CH:15][C:16]2[NH:20][C:19](=[O:21])[N:18]([CH:22]([C:26]3[CH:27]=[CH:28][CH:29]=[CH:30][CH:31]=3)[C:23]([N:52]3[CH2:51][CH2:50][N:49]([CH:46]4[CH2:47][CH2:48][N:43]([C:64]([O:65][C:7]([CH3:8])([CH3:55])[CH3:6])=[O:67])[CH2:44][CH2:45]4)[CH2:54][CH2:53]3)=[O:25])[C:17]=2[CH:32]=1. The catalyst class is: 4. (2) Reactant: Cl[C:2]([O:4][CH2:5][CH:6]=[CH2:7])=[O:3].S([O:12][C:13]1[CH:18]=[CH:17][C:16]([NH:19][CH3:20])=[CH:15][CH:14]=1)(O)(=O)=O.C(N(CC)CC)C.C(=O)([O-])O.[Na+].C(=O)([O-])[O-].[K+].[K+]. Product: [OH:12][C:13]1[CH:18]=[CH:17][C:16]([N:19]([CH3:20])[C:2](=[O:3])[O:4][CH2:5][CH:6]=[CH2:7])=[CH:15][CH:14]=1. The catalyst class is: 34. (3) Reactant: O.[F:2][C:3]1[N:8]=[C:7]([C:9]#[N:10])[C:6](=[O:11])[NH:5][CH:4]=1.OO.S(=O)(=O)(O)[OH:15]. Product: [F:2][C:3]1[N:8]=[C:7]([C:9]([NH2:10])=[O:15])[C:6]([OH:11])=[N:5][CH:4]=1. The catalyst class is: 74. (4) Product: [O:35]=[C:34]([N:9]1[CH2:10][CH2:11][CH2:12][C@H:8]1[B:6]1[O:5][C@@H:4]2[CH2:13][CH:14]3[CH2:17][CH:16]([C@:3]2([CH3:2])[O:7]1)[C:15]3([CH3:19])[CH3:18])[CH2:33][NH:32][C:30]([C:23]1[C:24]2[C:29](=[CH:28][CH:27]=[CH:26][CH:25]=2)[N:20]=[CH:21][CH:22]=1)=[O:31]. Reactant: Cl.[CH3:2][C@:3]12[CH:16]3[CH2:17][CH:14]([C:15]3([CH3:19])[CH3:18])[CH2:13][C@H:4]1[O:5][B:6]([C@@H:8]1[CH2:12][CH2:11][CH2:10][NH:9]1)[O:7]2.[N:20]1[C:29]2[C:24](=[CH:25][CH:26]=[CH:27][CH:28]=2)[C:23]([C:30]([NH:32][CH2:33][C:34](O)=[O:35])=[O:31])=[CH:22][CH:21]=1.CN(C(ON1N=NC2C=CC=NC1=2)=[N+](C)C)C.F[P-](F)(F)(F)(F)F.CCN(C(C)C)C(C)C. The catalyst class is: 4. (5) Reactant: [C:1](/[C:3](=[C:7](/[N:9]1[CH2:14][CH2:13][CH2:12][CH:11]([CH2:15][O:16][CH3:17])[CH2:10]1)\[CH3:8])/[C:4](=[S:6])[NH2:5])#[N:2].[CH3:18]OC(OC)N(C)C.O. Product: [CH3:17][O:16][CH2:15][CH:11]1[CH2:12][CH2:13][CH2:14][N:9]([C:7]2[CH:8]=[CH:18][NH:5][C:4](=[S:6])[C:3]=2[C:1]#[N:2])[CH2:10]1. The catalyst class is: 9. (6) The catalyst class is: 2. Reactant: C(OC(=O)[NH:7][C:8]1[CH:13]=[CH:12][C:11]([C:14]#[C:15][C:16]2C=C[CH:19]=[CH:18][C:17]=2[F:22])=[CH:10][C:9]=1[NH:23][C:24](=[O:39])[CH2:25][C:26]([C:28]1[CH:33]=[CH:32][CH:31]=[C:30]([N:34]2[CH:38]=[CH:37][N:36]=[CH:35]2)[CH:29]=1)=O)(C)(C)C.[C:41](O)([C:43](F)(F)F)=O. Product: [F:22][C:17]1[CH:18]=[CH:19][CH:43]=[CH:41][C:16]=1[C:15]#[C:14][C:11]1[CH:12]=[CH:13][C:8]2[N:7]=[C:26]([C:28]3[CH:33]=[CH:32][CH:31]=[C:30]([N:34]4[CH:38]=[CH:37][N:36]=[CH:35]4)[CH:29]=3)[CH2:25][C:24](=[O:39])[NH:23][C:9]=2[CH:10]=1. (7) Reactant: [BH4-].[Na+].[C:3]([CH2:5][C:6]1[CH:14]=[CH:13][CH:12]=[CH:11][C:7]=1[C:8](O)=[O:9])#[N:4].II. Product: [OH:9][CH2:8][C:7]1[CH:11]=[CH:12][CH:13]=[CH:14][C:6]=1[CH2:5][C:3]#[N:4]. The catalyst class is: 1. (8) Reactant: C([O:3][C:4]([C:6]1[N:7]=[C:8]([CH:11]2[CH2:16][CH2:15][N:14]([C:17]([O:19][C:20]([CH3:23])([CH3:22])[CH3:21])=[O:18])[CH2:13][CH2:12]2)[S:9][CH:10]=1)=O)C.[BH4-].[Li+].CO.O. Product: [OH:3][CH2:4][C:6]1[N:7]=[C:8]([CH:11]2[CH2:12][CH2:13][N:14]([C:17]([O:19][C:20]([CH3:23])([CH3:22])[CH3:21])=[O:18])[CH2:15][CH2:16]2)[S:9][CH:10]=1. The catalyst class is: 27.